Dataset: NCI-60 drug combinations with 297,098 pairs across 59 cell lines. Task: Regression. Given two drug SMILES strings and cell line genomic features, predict the synergy score measuring deviation from expected non-interaction effect. (1) Drug 1: CN(C)N=NC1=C(NC=N1)C(=O)N. Drug 2: C(CCl)NC(=O)N(CCCl)N=O. Cell line: K-562. Synergy scores: CSS=-9.71, Synergy_ZIP=-5.17, Synergy_Bliss=-15.4, Synergy_Loewe=-17.3, Synergy_HSA=-15.8. (2) Drug 1: CC12CCC3C(C1CCC2=O)CC(=C)C4=CC(=O)C=CC34C. Drug 2: CS(=O)(=O)CCNCC1=CC=C(O1)C2=CC3=C(C=C2)N=CN=C3NC4=CC(=C(C=C4)OCC5=CC(=CC=C5)F)Cl. Cell line: OVCAR3. Synergy scores: CSS=41.8, Synergy_ZIP=1.30, Synergy_Bliss=2.26, Synergy_Loewe=-2.60, Synergy_HSA=1.37. (3) Drug 1: CN(C)C1=NC(=NC(=N1)N(C)C)N(C)C. Drug 2: CCCS(=O)(=O)NC1=C(C(=C(C=C1)F)C(=O)C2=CNC3=C2C=C(C=N3)C4=CC=C(C=C4)Cl)F. Cell line: OVCAR-4. Synergy scores: CSS=-4.05, Synergy_ZIP=2.90, Synergy_Bliss=-0.884, Synergy_Loewe=-4.80, Synergy_HSA=-4.70. (4) Drug 1: CC12CCC3C(C1CCC2=O)CC(=C)C4=CC(=O)C=CC34C. Drug 2: CCC(=C(C1=CC=CC=C1)C2=CC=C(C=C2)OCCN(C)C)C3=CC=CC=C3.C(C(=O)O)C(CC(=O)O)(C(=O)O)O. Cell line: HCT116. Synergy scores: CSS=17.9, Synergy_ZIP=-0.205, Synergy_Bliss=-2.81, Synergy_Loewe=-4.66, Synergy_HSA=-3.39.